From a dataset of Peptide-MHC class I binding affinity with 185,985 pairs from IEDB/IMGT. Regression. Given a peptide amino acid sequence and an MHC pseudo amino acid sequence, predict their binding affinity value. This is MHC class I binding data. (1) The peptide sequence is ALASFLFGF. The MHC is HLA-A69:01 with pseudo-sequence HLA-A69:01. The binding affinity (normalized) is 0.0847. (2) The peptide sequence is RIAQGVLQR. The MHC is HLA-B08:01 with pseudo-sequence HLA-B08:01. The binding affinity (normalized) is 0.0847. (3) The peptide sequence is VQKVNPAPK. The MHC is HLA-B40:01 with pseudo-sequence HLA-B40:01. The binding affinity (normalized) is 0.0847. (4) The peptide sequence is YKIAGGII. The MHC is H-2-Kb with pseudo-sequence H-2-Kb. The binding affinity (normalized) is 0.0735. (5) The peptide sequence is YVFPVIFSR. The MHC is Mamu-A2601 with pseudo-sequence Mamu-A2601. The binding affinity (normalized) is 0. (6) The peptide sequence is VLSDINAVF. The MHC is HLA-B15:01 with pseudo-sequence HLA-B15:01. The binding affinity (normalized) is 0.397. (7) The MHC is HLA-B15:02 with pseudo-sequence HLA-B15:02. The peptide sequence is QQLEADYTF. The binding affinity (normalized) is 0.449. (8) The peptide sequence is KAGQYVTIW. The MHC is HLA-B15:03 with pseudo-sequence HLA-B15:03. The binding affinity (normalized) is 0.108. (9) The peptide sequence is RSLFNTVATLY. The MHC is HLA-B45:01 with pseudo-sequence HLA-B45:01. The binding affinity (normalized) is 0.474.